This data is from Reaction yield outcomes from USPTO patents with 853,638 reactions. The task is: Predict the reaction yield, written as a fraction of the theoretical maximum amount of product (1.0 means a 100% yield; for example, 0.34 means a 34% yield). (1) The reactants are Br[CH2:2][CH2:3][CH2:4][CH2:5][C:6]([CH3:16])([CH3:15])[CH2:7][O:8][CH:9]1[CH2:14][CH2:13][CH2:12][CH2:11][O:10]1.[C:17]([O:25][CH2:26][CH3:27])(=[O:24])[CH2:18][C:19]([O:21][CH2:22][CH3:23])=[O:20].[H-].[Na+].[OH2:30]. The product is [CH2:26]([O:25][C:17](=[O:24])[C:18]([CH2:2][CH2:3][CH2:4][CH2:5][C:6]([CH3:15])([CH3:16])[CH2:7][O:30][CH:11]1[CH2:12][CH2:13][CH2:14][CH2:9][O:10]1)([CH2:2][CH2:3][CH2:4][CH2:5][C:6]([CH3:16])([CH3:15])[CH2:7][O:8][CH:9]1[CH2:14][CH2:13][CH2:12][CH2:11][O:10]1)[C:19]([O:21][CH2:22][CH3:23])=[O:20])[CH3:27]. The yield is 0.823. The catalyst is CS(C)=O.[I-].C([N+](CCCC)(CCCC)CCCC)CCC. (2) The reactants are [CH3:1][N:2]1[CH2:7][CH2:6][N:5]([C:8]2[CH:13]=[CH:12][C:11]([C:14]3[CH:19]=[C:18]([O:20][C:21]4[C:22]([CH3:30])=[N:23][C:24]([N+:27]([O-])=O)=[CH:25][CH:26]=4)[CH:17]=[CH:16][N:15]=3)=[CH:10][CH:9]=2)[CH2:4][CH2:3]1. The catalyst is CO.[Pd]. The product is [CH3:30][C:22]1[N:23]=[C:24]([NH2:27])[CH:25]=[CH:26][C:21]=1[O:20][C:18]1[CH:17]=[CH:16][N:15]=[C:14]([C:11]2[CH:10]=[CH:9][C:8]([N:5]3[CH2:4][CH2:3][N:2]([CH3:1])[CH2:7][CH2:6]3)=[CH:13][CH:12]=2)[CH:19]=1. The yield is 0.800. (3) The reactants are [Br:1][C:2]1[CH:8]=[CH:7][C:5]([NH2:6])=[CH:4][C:3]=1[CH3:9].[C:10]1(=O)[O:15][C:13](=[O:14])[CH:12]=[CH:11]1. The catalyst is C(O)(=O)C. The product is [Br:1][C:2]1[CH:8]=[CH:7][C:5]([N:6]2[C:13](=[O:14])[CH:12]=[CH:11][C:10]2=[O:15])=[CH:4][C:3]=1[CH3:9]. The yield is 0.740. (4) The catalyst is O.C1C=CC(/C=C/C(/C=C/C2C=CC=CC=2)=O)=CC=1.C1C=CC(/C=C/C(/C=C/C2C=CC=CC=2)=O)=CC=1.C1C=CC(/C=C/C(/C=C/C2C=CC=CC=2)=O)=CC=1.[Pd].[Pd].C(COC)OC. The reactants are [NH2:1][C:2]1[CH:7]=[CH:6][CH:5]=[CH:4][C:3]=1[NH:8][C:9]1(C(OC)=O)[C:14](Cl)=[CH:13][N:12]=[C:11]([C:16]2[CH:21]=[CH:20][C:19]([Cl:22])=[C:18]([O:23][CH3:24])[C:17]=2[F:25])[NH:10]1.[CH3:30]C1(C)C2C(=C(P(C3C=CC=CC=3)C3C=CC=CC=3)C=CC=2)OC2C(P(C3C=CC=CC=3)C3C=CC=CC=3)=CC=CC1=2.[C:72](=[O:75])([O-])[O-:73].[Na+].[Na+]. The yield is 0.320. The product is [Cl:22][C:19]1[CH:20]=[CH:21][C:16]([C:11]2[N:12]=[C:13]([C:72]([O:73][CH3:30])=[O:75])[C:14]3[NH:1][C:2]4[CH:7]=[CH:6][CH:5]=[CH:4][C:3]=4[NH:8][C:9]=3[N:10]=2)=[C:17]([F:25])[C:18]=1[O:23][CH3:24]. (5) The reactants are [NH:1]1[C:9]2[C:4](=[CH:5][CH:6]=[CH:7][CH:8]=2)[CH2:3][C:2]1=[O:10].[CH3:11][C:12]1[CH:13]=[C:14]([C:19]([OH:21])=[O:20])[NH:15][C:16]=1[CH:17]=O. The catalyst is N1CCCCC1.C(O)C. The product is [CH3:11][C:12]1[CH:13]=[C:14]([C:19]([OH:21])=[O:20])[NH:15][C:16]=1[CH:17]=[C:3]1[C:4]2[C:9](=[CH:8][CH:7]=[CH:6][CH:5]=2)[NH:1][C:2]1=[O:10]. The yield is 1.00. (6) The reactants are [C:1]([O:5][C:6]([N:8]([C:13]1[CH:21]=[CH:20][C:16]([C:17](O)=[O:18])=[CH:15][C:14]=1[O:22][CH2:23][CH:24]1[CH2:26][CH2:25]1)[S:9]([CH3:12])(=[O:11])=[O:10])=[O:7])([CH3:4])([CH3:3])[CH3:2]. The catalyst is C1COCC1. The product is [CH:24]1([CH2:23][O:22][C:14]2[CH:15]=[C:16]([CH2:17][OH:18])[CH:20]=[CH:21][C:13]=2[N:8]([S:9]([CH3:12])(=[O:11])=[O:10])[C:6](=[O:7])[O:5][C:1]([CH3:2])([CH3:3])[CH3:4])[CH2:26][CH2:25]1. The yield is 0.890. (7) The reactants are [NH2:1][C:2]1[CH:3]=[C:4]2[C:8](=[CH:9][CH:10]=1)[CH2:7][CH2:6][CH2:5]2.[C:11](OC(=O)C)(=[O:13])[CH3:12]. The catalyst is C(O)(=O)C. The product is [C:11]([NH:1][C:2]1[CH:3]=[C:4]2[C:8](=[CH:9][CH:10]=1)[CH2:7][CH2:6][CH2:5]2)(=[O:13])[CH3:12]. The yield is 0.846.